From a dataset of Forward reaction prediction with 1.9M reactions from USPTO patents (1976-2016). Predict the product of the given reaction. (1) Given the reactants [CH:1]([NH:3]/[C:4](=[C:8](/[CH3:16])\[CH2:9][CH2:10][CH2:11][CH2:12][CH2:13][CH2:14][CH3:15])/[C:5]([O-:7])=[O:6])=[O:2].[CH3:17][CH2:18]OCC.CCCCCC, predict the reaction product. The product is: [CH:1]([NH:3][CH:4]([CH:8]([CH3:16])[CH2:9][CH2:10][CH2:11][CH2:12][CH2:13][CH2:14][CH3:15])[C:5]([O:7][CH2:17][CH3:18])=[O:6])=[O:2]. (2) Given the reactants Br[C:2]1[CH:19]=[CH:18][C:5]([NH:6][C:7]2[O:8][C:9]3[CH:15]=[CH:14][C:13]([C:16]#[N:17])=[CH:12][C:10]=3[N:11]=2)=[CH:4][CH:3]=1.[B:20]1([B:20]2[O:24][C:23]([CH3:26])([CH3:25])[C:22]([CH3:28])([CH3:27])[O:21]2)[O:24][C:23]([CH3:26])([CH3:25])[C:22]([CH3:28])([CH3:27])[O:21]1.ClCCl.C([O-])(=O)C.[K+], predict the reaction product. The product is: [CH3:27][C:22]1([CH3:28])[C:23]([CH3:26])([CH3:25])[O:24][B:20]([C:2]2[CH:19]=[CH:18][C:5]([NH:6][C:7]3[O:8][C:9]4[CH:15]=[CH:14][C:13]([C:16]#[N:17])=[CH:12][C:10]=4[N:11]=3)=[CH:4][CH:3]=2)[O:21]1. (3) Given the reactants Cl[C:2]1[C:7]2[CH:8]=[CH:9][O:10][C:6]=2[CH:5]=[CH:4][N:3]=1.CC(C)([O-])C.[Na+].C(=[NH:30])(C1C=CC=CC=1)C1C=CC=CC=1.NO, predict the reaction product. The product is: [O:10]1[C:6]2[CH:5]=[CH:4][N:3]=[C:2]([NH2:30])[C:7]=2[CH:8]=[CH:9]1. (4) The product is: [ClH:26].[NH2:27][C:28]1([C:33]([O:35][CH3:36])=[O:34])[CH2:32][CH2:31][CH2:30][CH2:29][CH2:2]1. Given the reactants F[C:2]1C=C([C@H]2N(CC(OCC)=O)C(=O)C3(CCCC3)NC2)C=C(F)C=1.[ClH:26].[NH2:27][C:28]1([C:33]([O:35][CH3:36])=[O:34])[CH2:32][CH2:31][CH2:30][CH2:29]1.NC1(C(O)=O)CCCCC1, predict the reaction product. (5) Given the reactants [Br:1][C:2]1[C:7](=[O:8])[N:6]([CH3:9])[NH:5][C:4](=[O:10])[CH:3]=1.C1C=CC(P(C2C=CC=CC=2)C2C=CC=CC=2)=CC=1.[CH3:30][N:31]1[C:39]2[C:34](=[CH:35][CH:36]=[CH:37][CH:38]=2)[C:33]([C@H:40]2[CH2:42][C@@H:41]2[CH2:43]O)=[N:32]1.CC(OC(/N=N/C(OC(C)C)=O)=O)C, predict the reaction product. The product is: [Br:1][C:2]1[C:7](=[O:8])[N:6]([CH3:9])[N:5]=[C:4]([O:10][CH2:43][C@H:41]2[CH2:42][C@@H:40]2[C:33]2[C:34]3[C:39](=[CH:38][CH:37]=[CH:36][CH:35]=3)[N:31]([CH3:30])[N:32]=2)[CH:3]=1.